Dataset: Full USPTO retrosynthesis dataset with 1.9M reactions from patents (1976-2016). Task: Predict the reactants needed to synthesize the given product. Given the product [C:1]([OH:8])(=[O:7])/[CH:2]=[CH:3]/[C:4]([OH:6])=[O:5].[NH:9]1[CH2:13][CH2:12][C@@H:11]([O:14]/[N:15]=[C:16]2\[CH2:17][CH:18]3[C@:31]([CH3:35])([CH2:32][C@H:33]\2[F:34])[C@@H:30]2[C@H:21]([C@H:22]4[C@@:26]([CH2:28][CH2:29]2)([CH3:27])[C@@H:25]([OH:36])[CH2:24][CH2:23]4)[CH2:20]/[C:19]/3=[N:39]\[OH:40])[CH2:10]1, predict the reactants needed to synthesize it. The reactants are: [C:1]([OH:8])(=[O:7])/[CH:2]=[CH:3]/[C:4]([OH:6])=[O:5].[NH:9]1[CH2:13][CH2:12][C@@H:11]([O:14]/[N:15]=[C:16]2\[CH2:17][CH:18]3[C@:31]([CH3:35])([CH2:32][C@H:33]\2[F:34])[C@@H:30]2[C@H:21]([C@H:22]4[C@@:26]([CH2:28][CH2:29]2)([CH3:27])[C@@H:25]([OH:36])[CH2:24][CH2:23]4)[CH2:20][C:19]3=O)[CH2:10]1.Cl.[NH2:39][OH:40].